Dataset: Full USPTO retrosynthesis dataset with 1.9M reactions from patents (1976-2016). Task: Predict the reactants needed to synthesize the given product. (1) Given the product [O:15]=[P:9]1([CH2:8][C:7]2[CH:16]=[CH:17][C:4]([NH2:1])=[CH:5][CH:6]=2)[O:10][CH2:11][CH2:12][CH2:13][O:14]1, predict the reactants needed to synthesize it. The reactants are: [N+:1]([C:4]1[CH:17]=[CH:16][C:7]([CH2:8][P:9]2(=[O:15])[O:14][CH2:13][CH2:12][CH2:11][O:10]2)=[CH:6][CH:5]=1)([O-])=O. (2) Given the product [Cl:4][C:5]1[CH:6]=[CH:7][C:8]([C@H:11]2[C:15]3[N:16]([CH:20]([CH3:22])[CH3:21])[C:17]([CH3:19])=[N:18][C:14]=3[C:13](=[O:23])[N:12]2[C:24]2[CH:33]=[C:32]([CH3:34])[C:27]3[N:28]=[N:29][N:30]([CH3:31])[C:26]=3[CH:25]=2)=[CH:9][CH:10]=1, predict the reactants needed to synthesize it. The reactants are: C(=O)=O.[Cl:4][C:5]1[CH:10]=[CH:9][C:8]([CH:11]2[C:15]3[N:16]([CH:20]([CH3:22])[CH3:21])[C:17]([CH3:19])=[N:18][C:14]=3[C:13](=[O:23])[N:12]2[C:24]2[CH:33]=[C:32]([CH3:34])[C:27]3[N:28]=[N:29][N:30]([CH3:31])[C:26]=3[CH:25]=2)=[CH:7][CH:6]=1. (3) Given the product [CH3:7][C:8]1[NH:9][C:10]2[C:15]([C:16]=1[CH:17]1[CH2:21][CH2:20][NH:19][CH2:18]1)=[CH:14][CH:13]=[CH:12][CH:11]=2, predict the reactants needed to synthesize it. The reactants are: [H-].[Al+3].[Li+].[H-].[H-].[H-].[CH3:7][C:8]1[NH:9][C:10]2[C:15]([C:16]=1[CH:17]1[CH2:21][C:20](=O)[NH:19][C:18]1=O)=[CH:14][CH:13]=[CH:12][CH:11]=2.C(OCC)(=O)C.[OH-].[Na+]. (4) Given the product [CH2:14]([CH:16]([CH2:19][CH2:20][CH2:21][CH3:22])[CH2:17][O:8][C:5]1[CH:6]=[CH:7][C:2]([CH3:1])=[CH:3][C:4]=1[N+:9]([O-:11])=[O:10])[CH3:15], predict the reactants needed to synthesize it. The reactants are: [CH3:1][C:2]1[CH:7]=[CH:6][C:5]([OH:8])=[C:4]([N+:9]([O-:11])=[O:10])[CH:3]=1.[OH-].[K+].[CH2:14]([CH:16]([CH2:19][CH2:20][CH2:21][CH3:22])[CH2:17]Br)[CH3:15].O.